This data is from Forward reaction prediction with 1.9M reactions from USPTO patents (1976-2016). The task is: Predict the product of the given reaction. (1) Given the reactants [F:1][C:2]1[CH:9]=[CH:8][C:7](F)=[CH:6][C:3]=1[CH:4]=[O:5].[S-2].[Li+].[Li+].[OH2:14].[CH3:15]S(C)=O, predict the reaction product. The product is: [F:1][C:2]1[CH:9]=[CH:8][CH:7]=[C:6]([CH:15]=[O:14])[C:3]=1[CH:4]=[O:5]. (2) Given the reactants O1[C:5]2([CH2:10][CH2:9][CH:8]([C:11]3[C:16]([OH:17])=[CH:15][CH:14]=[CH:13][N:12]=3)[CH2:7][CH2:6]2)[O:4]CC1.C([O-])(O)=O.[Na+], predict the reaction product. The product is: [OH:17][C:16]1[C:11]([CH:8]2[CH2:7][CH2:6][C:5](=[O:4])[CH2:10][CH2:9]2)=[N:12][CH:13]=[CH:14][CH:15]=1. (3) The product is: [NH2:7][CH2:8][CH:9]1[O:14][CH2:13][CH2:12][N:11]([C:15]2[C:27]3[C:26]4[C:21](=[CH:22][C:23]([C:28]([NH2:29])=[O:30])=[CH:24][CH:25]=4)[NH:20][C:19]=3[N:18]=[CH:17][N:16]=2)[CH2:10]1. Given the reactants C(OC(=O)[NH:7][CH2:8][CH:9]1[O:14][CH2:13][CH2:12][N:11]([C:15]2[C:27]3[C:26]4[C:21](=[CH:22][C:23]([C:28](=[O:30])[NH2:29])=[CH:24][CH:25]=4)[NH:20][C:19]=3[N:18]=[CH:17][N:16]=2)[CH2:10]1)(C)(C)C.CC1C=CC(S(O)(=O)=O)=CC=1, predict the reaction product. (4) Given the reactants I([O-])(=O)(=O)=O.[Na+].Cl.[CH2:8]([S:10][C:11]1[CH:12]=[C:13]2[C:18](=[C:19]3[CH2:23][C:22]([CH3:25])([CH3:24])[O:21][C:20]=13)[CH:17]=[N:16][C:15]([CH3:27])([CH3:26])[CH2:14]2)[CH3:9].C(=O)([O-])O.[Na+].[OH2:33], predict the reaction product. The product is: [CH2:8]([S:10]([C:11]1[CH:12]=[C:13]2[C:18](=[C:19]3[CH2:23][C:22]([CH3:25])([CH3:24])[O:21][C:20]=13)[C:17]([C:11]1[CH:12]=[CH:13][CH:18]=[CH:19][CH:20]=1)=[N:16][C:15]([CH3:26])([CH3:27])[CH2:14]2)=[O:33])[CH3:9]. (5) Given the reactants I[C:2]1[CH:11]=[CH:10][CH:9]=[CH:8][C:3]=1[C:4]([O:6][CH3:7])=[O:5].CS(C)=O.Br[C:17]([F:24])([F:23])[C:18]([O:20][CH2:21][CH3:22])=[O:19], predict the reaction product. The product is: [CH2:21]([O:20][C:18](=[O:19])[C:17]([C:2]1[CH:11]=[CH:10][CH:9]=[CH:8][C:3]=1[C:4]([O:6][CH3:7])=[O:5])([F:24])[F:23])[CH3:22]. (6) Given the reactants [OH:1][CH2:2][C:3]1[CH:8]=[CH:7][C:6](C2C=CC=C(S(C3C=C4C(=C(C)C=3)N=CC(C(N)=O)=C4NC3C=CC=C(OC)C=3)(=O)=O)C=2)=[CH:5][CH:4]=1.Br[C:42]1[CH:47]=[CH:46][C:45]([S:48]([C:51]2[CH:52]=[C:53]3[C:58](=[C:59]([CH3:61])[CH:60]=2)[N:57]=[CH:56][C:55]([C:62]([NH2:64])=[O:63])=[C:54]3[NH:65][C:66]2[CH:71]=[CH:70][CH:69]=[C:68]([O:72][CH3:73])[CH:67]=2)(=[O:50])=[O:49])=[CH:44][CH:43]=1, predict the reaction product. The product is: [OH:1][CH2:2][C:3]1[CH:8]=[CH:7][C:6]([C:42]2[CH:47]=[CH:46][C:45]([S:48]([C:51]3[CH:52]=[C:53]4[C:58](=[C:59]([CH3:61])[CH:60]=3)[N:57]=[CH:56][C:55]([C:62]([NH2:64])=[O:63])=[C:54]4[NH:65][C:66]3[CH:71]=[CH:70][CH:69]=[C:68]([O:72][CH3:73])[CH:67]=3)(=[O:50])=[O:49])=[CH:44][CH:43]=2)=[CH:5][CH:4]=1.